Dataset: Reaction yield outcomes from USPTO patents with 853,638 reactions. Task: Predict the reaction yield, written as a fraction of the theoretical maximum amount of product (1.0 means a 100% yield; for example, 0.34 means a 34% yield). The reactants are [F:1][C:2]1[CH:7]=[CH:6][CH:5]=[C:4]([F:8])[C:3]=1[O:9][C:10]1[CH:15]=[CH:14][C:13](I)=[CH:12][CH:11]=1.[CH3:17][C:18]1([CH3:34])[C:22]([CH3:24])([CH3:23])[O:21][B:20]([B:20]2[O:21][C:22]([CH3:24])([CH3:23])[C:18]([CH3:34])([CH3:17])[O:19]2)[O:19]1.C([O-])(=O)C.[K+]. The catalyst is CN(C)C=O.CC([O-])=O.CC([O-])=O.[Pd+2]. The product is [F:1][C:2]1[CH:7]=[CH:6][CH:5]=[C:4]([F:8])[C:3]=1[O:9][C:10]1[CH:15]=[CH:14][C:13]([B:20]2[O:21][C:22]([CH3:24])([CH3:23])[C:18]([CH3:34])([CH3:17])[O:19]2)=[CH:12][CH:11]=1. The yield is 0.750.